Dataset: Reaction yield outcomes from USPTO patents with 853,638 reactions. Task: Predict the reaction yield, written as a fraction of the theoretical maximum amount of product (1.0 means a 100% yield; for example, 0.34 means a 34% yield). (1) The reactants are [CH3:1][C:2]1[O:6][C:5]([C:7]([OH:9])=[O:8])=[CH:4][CH:3]=1.[C:10](=O)([O-])[O-].[K+].[K+].CI. The catalyst is C1COCC1.CN(C=O)C. The product is [CH3:1][C:2]1[O:6][C:5]([C:7]([O:9][CH3:10])=[O:8])=[CH:4][CH:3]=1. The yield is 1.00. (2) The reactants are [CH2:1]([Li])[CH2:2][CH2:3]C.CCCCCC.[NH:12]1[C:21]2[C:16](=[CH:17][CH:18]=[CH:19][CH:20]=2)[CH2:15][CH2:14][CH2:13]1.ClCCCI.C([O-])([O-])=O.[K+].[K+].[CH2:33]([CH:37]1[CH2:42][CH2:41][NH:40][CH2:39][CH2:38]1)[CH2:34][CH2:35][CH3:36]. The catalyst is O1CCCC1.O. The yield is 0.350. The product is [CH2:33]([CH:37]1[CH2:42][CH2:41][N:40]([CH2:1][CH2:2][CH2:3][N:12]2[C:21]3[C:16](=[CH:17][CH:18]=[CH:19][CH:20]=3)[CH2:15][CH2:14][CH2:13]2)[CH2:39][CH2:38]1)[CH2:34][CH2:35][CH3:36]. (3) The reactants are [C:1]([C:4]1[CH:5]=[N+:6]([O-])[CH:7]=[CH:8][CH:9]=1)(=[O:3])[CH3:2].C[Si]([C:15]#[N:16])(C)C.CN(C)C(Cl)=O. The catalyst is [N+](CC)([O-])=O. The product is [C:1]([C:4]1[CH:9]=[CH:8][C:7]([C:15]#[N:16])=[N:6][CH:5]=1)(=[O:3])[CH3:2]. The yield is 0.210. (4) The reactants are [Cl:1][C:2]1[N:3]=[C:4]([C:9]([NH:11][C@H:12]2[CH2:17][CH2:16][N:15]([C:18]3[O:19][C:20]([CH3:30])=[C:21]([C:23]([O:25]CCCC)=[O:24])[N:22]=3)[CH2:14][C@H:13]2[O:31][CH2:32][CH3:33])=[O:10])[NH:5][C:6]=1[CH2:7][CH3:8].[OH-].[Li+].CO. The catalyst is C1COCC1. The product is [Cl:1][C:2]1[N:3]=[C:4]([C:9]([NH:11][C@H:12]2[CH2:17][CH2:16][N:15]([C:18]3[O:19][C:20]([CH3:30])=[C:21]([C:23]([OH:25])=[O:24])[N:22]=3)[CH2:14][C@H:13]2[O:31][CH2:32][CH3:33])=[O:10])[NH:5][C:6]=1[CH2:7][CH3:8]. The yield is 0.510.